Predict the product of the given reaction. From a dataset of Forward reaction prediction with 1.9M reactions from USPTO patents (1976-2016). (1) Given the reactants [Cl:1][C:2]1[CH:3]=[C:4]2[C:8](=[CH:9][CH:10]=1)[NH:7][CH:6]=[C:5]2[CH2:11][CH2:12][NH:13][C:14](=[O:22])[C:15]1[CH:20]=[CH:19][C:18](I)=[CH:17][CH:16]=1.[F:23][C:24]1[CH:29]=[CH:28][CH:27]=[CH:26][C:25]=1B(O)O.C(=O)([O-])[O-].[Na+].[Na+], predict the reaction product. The product is: [Cl:1][C:2]1[CH:3]=[C:4]2[C:8](=[CH:9][CH:10]=1)[NH:7][CH:6]=[C:5]2[CH2:11][CH2:12][NH:13][C:14]([C:15]1[CH:20]=[CH:19][C:18]([C:25]2[CH:26]=[CH:27][CH:28]=[CH:29][C:24]=2[F:23])=[CH:17][CH:16]=1)=[O:22]. (2) Given the reactants [Br:1][C:2]1[CH:3]=[C:4]2[C:8](=[CH:9][CH:10]=1)[NH:7][C:6](=[O:11])[C:5]2=[O:12].C(N=P1(N(CC)CC)N(C)CCCN1C)(C)(C)C.[Cl:31][C:32]1[CH:39]=[CH:38][CH:37]=[CH:36][C:33]=1[CH2:34]Br.[Br-], predict the reaction product. The product is: [Br:1][C:2]1[CH:3]=[C:4]2[C:8](=[CH:9][CH:10]=1)[N:7]([CH2:34][C:33]1[CH:36]=[CH:37][CH:38]=[CH:39][C:32]=1[Cl:31])[C:6](=[O:11])[C:5]2=[O:12]. (3) Given the reactants C([O:3][C:4]([C:6]1([CH2:16][C:17]#[N:18])[CH2:15][CH2:14][C:9]2([O:13][CH2:12][CH2:11][O:10]2)[CH2:8][CH2:7]1)=O)C.CCN(CC)CC, predict the reaction product. The product is: [O:13]1[C:9]2([CH2:14][CH2:15][C:6]3([CH2:16][CH2:17][NH:18][C:4]3=[O:3])[CH2:7][CH2:8]2)[O:10][CH2:11][CH2:12]1. (4) Given the reactants [Cl:1][C:2]1[CH:7]=[C:6]([F:8])[CH:5]=[CH:4][C:3]=1[CH:9]1[CH2:14][CH:13]([NH:15][C:16](=O)[C:17]2[CH:22]=[CH:21][CH:20]=[CH:19][N:18]=2)[C:12](=[O:24])[CH2:11][CH2:10]1.CC[N+](S(N=C(OC)[O-])(=O)=O)(CC)CC, predict the reaction product. The product is: [Cl:1][C:2]1[CH:7]=[C:6]([F:8])[CH:5]=[CH:4][C:3]=1[CH:9]1[CH2:14][C:13]2[N:15]=[C:16]([C:17]3[CH:22]=[CH:21][CH:20]=[CH:19][N:18]=3)[O:24][C:12]=2[CH2:11][CH2:10]1. (5) Given the reactants [CH2:1]([O:8][C:9]1[C:18]2[C:13](=[C:14](I)[CH:15]=[CH:16][CH:17]=2)[CH:12]=[CH:11][CH:10]=1)[CH2:2][CH2:3][CH2:4][CH2:5][CH2:6][CH3:7].[Li]CCCC.CN([CH:28]=[O:29])C.O, predict the reaction product. The product is: [CH2:1]([O:8][C:9]1[CH:10]=[CH:11][CH:12]=[C:13]2[C:18]=1[CH:17]=[CH:16][CH:15]=[C:14]2[CH:28]=[O:29])[CH2:2][CH2:3][CH2:4][CH2:5][CH2:6][CH3:7]. (6) Given the reactants [CH2:1]1[CH2:10][O:9][C:8]2[CH:7]=[CH:6][C:5]([NH:11]C3C(F)=CN=C(NC4C=CC=C(O)C=4)N=3)=[CH:4][C:3]=2[O:2]1.Cl[C:28]1[N:33]=[C:32]([NH:34][CH:35]([C:42]([O:44][CH3:45])=[O:43])[C:36]2[CH:41]=[CH:40][CH:39]=[CH:38][CH:37]=2)[C:31]([C:46]#[N:47])=[CH:30][N:29]=1.C1COC2C=CC(N)=CC=2O1, predict the reaction product. The product is: [C:46]([C:31]1[C:32]([NH:34][CH:35]([C:42]([O:44][CH3:45])=[O:43])[C:36]2[CH:41]=[CH:40][CH:39]=[CH:38][CH:37]=2)=[N:33][C:28]([NH:11][C:5]2[CH:6]=[CH:7][C:8]3[O:9][CH2:10][CH2:1][O:2][C:3]=3[CH:4]=2)=[N:29][CH:30]=1)#[N:47]. (7) The product is: [OH:18][CH2:17][CH2:16][C:12]1[CH:11]=[C:10]([C:4]([CH3:9])([CH2:3][OH:2])[CH2:5][OH:6])[CH:15]=[CH:14][CH:13]=1. Given the reactants C[O:2][C:3](=O)[C:4]([C:10]1[CH:15]=[CH:14][CH:13]=[C:12]([CH2:16][C:17](OC)=[O:18])[CH:11]=1)([CH3:9])[C:5](OC)=[O:6].[H-].[Al+3].[Li+].[H-].[H-].[H-].C(OCC)C.CC(=O)OCC, predict the reaction product. (8) Given the reactants ClCCl.C([SiH]([CH2:9][CH3:10])CC)C.C(=O)([O-])O.[Na+].[C:16](#N)[CH3:17], predict the reaction product. The product is: [CH2:17]([C@H:16]1[CH2:10][CH2:10][C@H:9]([CH:17]2[CH2:16][CH:17]([CH2:9][CH2:16][CH2:17][CH2:9][CH3:10])[CH:16]=[CH:10][CH2:9]2)[CH2:17][CH2:16]1)[CH2:9][CH3:10]. (9) Given the reactants [F:1][C:2]1[CH:10]=[C:9]([F:11])[CH:8]=[C:7]([NH:12][C:13]2[CH:18]=[CH:17][C:16]([I:19])=[CH:15][C:14]=2[F:20])[C:3]=1[C:4]([OH:6])=O.C1CN([P+](ON2N=NC3C=CC=CC2=3)(N2CCCC2)N2CCCC2)CC1.F[P-](F)(F)(F)(F)F.CN1CCOCC1.[NH:61]1[CH2:64][CH:63]([NH:65][C:66](=[O:72])[O:67][C:68]([CH3:71])([CH3:70])[CH3:69])[CH2:62]1, predict the reaction product. The product is: [F:1][C:2]1[CH:10]=[C:9]([F:11])[CH:8]=[C:7]([NH:12][C:13]2[CH:18]=[CH:17][C:16]([I:19])=[CH:15][C:14]=2[F:20])[C:3]=1[C:4]([N:61]1[CH2:64][CH:63]([NH:65][C:66](=[O:72])[O:67][C:68]([CH3:70])([CH3:69])[CH3:71])[CH2:62]1)=[O:6].